Dataset: Forward reaction prediction with 1.9M reactions from USPTO patents (1976-2016). Task: Predict the product of the given reaction. (1) The product is: [O:22]1[C:23]2[CH:24]=[CH:25][C:26]([C:17]3[CH:16]=[CH:15][C:14]([O:13][CH2:12][C:8]4[N:7]=[C:6]([C:4]([OH:3])=[O:5])[CH:11]=[CH:10][CH:9]=4)=[CH:19][CH:18]=3)=[CH:27][C:28]=2[O:29][CH2:21]1. Given the reactants C([O:3][C:4]([C:6]1[CH:11]=[CH:10][CH:9]=[C:8]([CH2:12][O:13][C:14]2[CH:19]=[CH:18][C:17](I)=[CH:16][CH:15]=2)[N:7]=1)=[O:5])C.[CH2:21]1[O:29][C:28]2[CH:27]=[CH:26][C:25](B(O)O)=[CH:24][C:23]=2[O:22]1, predict the reaction product. (2) Given the reactants [C:1]1([CH2:7][C:8]([O:10][C:11]([CH3:14])([CH3:13])[CH3:12])=[O:9])[CH:6]=[CH:5][CH:4]=[CH:3][CH:2]=1.C[Si]([N-][Si](C)(C)C)(C)C.[K+].C1(C)C=CC=CC=1.[F:32][C:33]([F:56])([F:55])[CH2:34][CH2:35][C@@H:36](OS(C(F)(F)F)(=O)=O)[C:37]([O:39][CH2:40][C:41]1[CH:46]=[CH:45][CH:44]=[CH:43][CH:42]=1)=[O:38], predict the reaction product. The product is: [C:1]1([C@H:7]([C:8]([O:10][C:11]([CH3:14])([CH3:13])[CH3:12])=[O:9])[C@@H:36]([CH2:35][CH2:34][C:33]([F:32])([F:55])[F:56])[C:37]([O:39][CH2:40][C:41]2[CH:46]=[CH:45][CH:44]=[CH:43][CH:42]=2)=[O:38])[CH:6]=[CH:5][CH:4]=[CH:3][CH:2]=1. (3) Given the reactants Cl[C:2]1[C:11]([F:12])=[C:10](Cl)[C:9]2[C:4](=[CH:5][CH:6]=[C:7]([O:14][CH3:15])[CH:8]=2)[N:3]=1, predict the reaction product. The product is: [F:12][C:11]1[CH:2]=[N:3][C:4]2[C:9]([CH:10]=1)=[CH:8][C:7]([O:14][CH3:15])=[CH:6][CH:5]=2. (4) Given the reactants [CH:1]([NH:4][CH2:5][C:6]1[O:10][N:9]=[C:8]([C:11]2[CH:16]=[CH:15]C(C)=[CH:13][CH:12]=2)[N:7]=1)([CH3:3])[CH3:2].ClCC1ON=C(C2C=CN=CC=2)[N:21]=1.C(N)(C)C.C(=O)([O-])[O-].[K+].[K+], predict the reaction product. The product is: [N:21]1[CH:13]=[CH:12][C:11]([C:8]2[N:7]=[C:6]([CH2:5][NH:4][CH:1]([CH3:2])[CH3:3])[O:10][N:9]=2)=[CH:16][CH:15]=1. (5) Given the reactants C[O:2][C:3](=[O:36])[C@@H:4]([NH:25][C:26](=[O:35])[C:27]1[CH:32]=[C:31]([Br:33])[CH:30]=[CH:29][C:28]=1[OH:34])[CH2:5][C:6]1[CH:11]=[CH:10][C:9]([C:12]2[CH:17]=[CH:16][C:15]([O:18][C:19]3[CH:24]=[CH:23][CH:22]=[CH:21][CH:20]=3)=[CH:14][CH:13]=2)=[CH:8][CH:7]=1.[Li+].[OH-], predict the reaction product. The product is: [Br:33][C:31]1[CH:30]=[CH:29][C:28]([OH:34])=[C:27]([CH:32]=1)[C:26]([NH:25][C@@H:4]([CH2:5][C:6]1[CH:7]=[CH:8][C:9]([C:12]2[CH:17]=[CH:16][C:15]([O:18][C:19]3[CH:20]=[CH:21][CH:22]=[CH:23][CH:24]=3)=[CH:14][CH:13]=2)=[CH:10][CH:11]=1)[C:3]([OH:36])=[O:2])=[O:35]. (6) Given the reactants [OH:1][C:2]1[CH:11]=[C:10]([O:12][CH2:13][C:14]2[CH:19]=[CH:18][C:17]([O:20][CH3:21])=[CH:16][CH:15]=2)[CH:9]=[CH:8][C:3]=1[C:4](OC)=[O:5].[CH3:22][NH2:23], predict the reaction product. The product is: [OH:1][C:2]1[CH:11]=[C:10]([O:12][CH2:13][C:14]2[CH:19]=[CH:18][C:17]([O:20][CH3:21])=[CH:16][CH:15]=2)[CH:9]=[CH:8][C:3]=1[C:4]([NH:23][CH3:22])=[O:5]. (7) Given the reactants [H-].[Na+].[F:3][C:4]1[CH:5]=[C:6]([CH:18]=[CH:19][C:20]=1[F:21])[O:7][C:8]1[CH:15]=[CH:14][C:13]([CH2:16][OH:17])=[CH:12][C:9]=1[C:10]#[N:11].Cl[C:23]1[CH:24]=[C:25]2[N:32]([CH:33]([CH3:35])[CH3:34])[CH2:31][CH2:30][N:26]2[C:27](=[O:29])[N:28]=1, predict the reaction product. The product is: [F:3][C:4]1[CH:5]=[C:6]([CH:18]=[CH:19][C:20]=1[F:21])[O:7][C:8]1[CH:15]=[CH:14][C:13]([CH2:16][O:17][C:23]2[CH:24]=[C:25]3[N:32]([CH:33]([CH3:35])[CH3:34])[CH2:31][CH2:30][N:26]3[C:27](=[O:29])[N:28]=2)=[CH:12][C:9]=1[C:10]#[N:11].